This data is from Forward reaction prediction with 1.9M reactions from USPTO patents (1976-2016). The task is: Predict the product of the given reaction. (1) Given the reactants [Cl:1][C:2]1[CH:3]=[CH:4][C:5]([S:10][CH2:11][CH3:12])=[C:6]([CH2:8][NH2:9])[CH:7]=1.[NH2:13][C:14]1[CH:22]=[CH:21][C:20]([C:23]([F:26])([F:25])[F:24])=[CH:19][C:15]=1[C:16](O)=[O:17], predict the reaction product. The product is: [NH2:13][C:14]1[CH:22]=[CH:21][C:20]([C:23]([F:24])([F:25])[F:26])=[CH:19][C:15]=1[C:16]([NH:9][CH2:8][C:6]1[CH:7]=[C:2]([Cl:1])[CH:3]=[CH:4][C:5]=1[S:10][CH2:11][CH3:12])=[O:17]. (2) Given the reactants [Cl:1][C:2]1[CH:9]=[CH:8][C:5]([C:6]#[N:7])=[C:4]([O:10][C:11]2[CH:16]=[CH:15][CH:14]=[C:13]([CH:17]=O)[C:12]=2[O:19][CH3:20])[CH:3]=1.CN.[C:23]([BH3-])#[N:24].[Na+].[C:27]([OH:34])(=[O:33])/[CH:28]=[CH:29]/[C:30]([OH:32])=[O:31], predict the reaction product. The product is: [C:27]([OH:34])(=[O:33])/[CH:28]=[CH:29]/[C:30]([OH:32])=[O:31].[Cl:1][C:2]1[CH:9]=[CH:8][C:5]([C:6]#[N:7])=[C:4]([O:10][C:11]2[CH:16]=[CH:15][CH:14]=[C:13]([CH2:17][NH:24][CH3:23])[C:12]=2[O:19][CH3:20])[CH:3]=1.